Dataset: NCI-60 drug combinations with 297,098 pairs across 59 cell lines. Task: Regression. Given two drug SMILES strings and cell line genomic features, predict the synergy score measuring deviation from expected non-interaction effect. (1) Drug 1: CC1=CC=C(C=C1)C2=CC(=NN2C3=CC=C(C=C3)S(=O)(=O)N)C(F)(F)F. Drug 2: CC1=C(C=C(C=C1)NC(=O)C2=CC=C(C=C2)CN3CCN(CC3)C)NC4=NC=CC(=N4)C5=CN=CC=C5. Cell line: MCF7. Synergy scores: CSS=-2.28, Synergy_ZIP=2.55, Synergy_Bliss=2.53, Synergy_Loewe=-0.679, Synergy_HSA=-0.565. (2) Cell line: NCIH23. Drug 1: CN(C)C1=NC(=NC(=N1)N(C)C)N(C)C. Drug 2: CCC1(CC2CC(C3=C(CCN(C2)C1)C4=CC=CC=C4N3)(C5=C(C=C6C(=C5)C78CCN9C7C(C=CC9)(C(C(C8N6C=O)(C(=O)OC)O)OC(=O)C)CC)OC)C(=O)OC)O.OS(=O)(=O)O. Synergy scores: CSS=30.1, Synergy_ZIP=0.266, Synergy_Bliss=2.19, Synergy_Loewe=-27.8, Synergy_HSA=-0.484. (3) Synergy scores: CSS=43.3, Synergy_ZIP=-3.85, Synergy_Bliss=-0.779, Synergy_Loewe=2.59, Synergy_HSA=3.01. Drug 1: C1=CC(=CC=C1CCC2=CNC3=C2C(=O)NC(=N3)N)C(=O)NC(CCC(=O)O)C(=O)O. Drug 2: CCC1=CC2CC(C3=C(CN(C2)C1)C4=CC=CC=C4N3)(C5=C(C=C6C(=C5)C78CCN9C7C(C=CC9)(C(C(C8N6C)(C(=O)OC)O)OC(=O)C)CC)OC)C(=O)OC.C(C(C(=O)O)O)(C(=O)O)O. Cell line: ACHN. (4) Drug 1: C1CCC(C1)C(CC#N)N2C=C(C=N2)C3=C4C=CNC4=NC=N3. Drug 2: C(=O)(N)NO. Cell line: K-562. Synergy scores: CSS=3.95, Synergy_ZIP=-2.51, Synergy_Bliss=-2.73, Synergy_Loewe=-13.8, Synergy_HSA=-6.82. (5) Drug 1: C1CN1P(=S)(N2CC2)N3CC3. Drug 2: C(CCl)NC(=O)N(CCCl)N=O. Cell line: HCT116. Synergy scores: CSS=58.1, Synergy_ZIP=2.53, Synergy_Bliss=2.09, Synergy_Loewe=-6.81, Synergy_HSA=6.47. (6) Drug 1: C1=CC(=CC=C1CCC2=CNC3=C2C(=O)NC(=N3)N)C(=O)NC(CCC(=O)O)C(=O)O. Drug 2: CC(CN1CC(=O)NC(=O)C1)N2CC(=O)NC(=O)C2. Cell line: NCI-H322M. Synergy scores: CSS=8.19, Synergy_ZIP=-2.25, Synergy_Bliss=0.0128, Synergy_Loewe=-17.8, Synergy_HSA=1.30. (7) Drug 1: CN1C(=O)N2C=NC(=C2N=N1)C(=O)N. Drug 2: CC(C)(C#N)C1=CC(=CC(=C1)CN2C=NC=N2)C(C)(C)C#N. Cell line: NCI-H460. Synergy scores: CSS=-2.80, Synergy_ZIP=1.81, Synergy_Bliss=0.192, Synergy_Loewe=-4.88, Synergy_HSA=-3.26. (8) Drug 1: CCC1(CC2CC(C3=C(CCN(C2)C1)C4=CC=CC=C4N3)(C5=C(C=C6C(=C5)C78CCN9C7C(C=CC9)(C(C(C8N6C=O)(C(=O)OC)O)OC(=O)C)CC)OC)C(=O)OC)O.OS(=O)(=O)O. Drug 2: CCN(CC)CCCC(C)NC1=C2C=C(C=CC2=NC3=C1C=CC(=C3)Cl)OC. Cell line: TK-10. Synergy scores: CSS=1.66, Synergy_ZIP=-0.998, Synergy_Bliss=-0.109, Synergy_Loewe=-0.705, Synergy_HSA=-0.839. (9) Drug 2: CCC(=C(C1=CC=CC=C1)C2=CC=C(C=C2)OCCN(C)C)C3=CC=CC=C3.C(C(=O)O)C(CC(=O)O)(C(=O)O)O. Cell line: BT-549. Synergy scores: CSS=6.56, Synergy_ZIP=0.557, Synergy_Bliss=6.10, Synergy_Loewe=3.88, Synergy_HSA=4.39. Drug 1: CNC(=O)C1=CC=CC=C1SC2=CC3=C(C=C2)C(=NN3)C=CC4=CC=CC=N4.